Task: Binary Classification. Given a drug SMILES string, predict its activity (active/inactive) in a high-throughput screening assay against a specified biological target.. Dataset: HIV replication inhibition screening data with 41,000+ compounds from the AIDS Antiviral Screen (1) The compound is N=c1[nH]nc(-c2ccccc2S)o1. The result is 1 (active). (2) The drug is O=C(O)C1C2CC3CC2CC31. The result is 0 (inactive). (3) The drug is O=S(=O)(O)c1ccc(SSc2ccc(S(=O)(=O)O)cc2)cc1.[KH]. The result is 0 (inactive). (4) The molecule is O=C1NC(=Cc2ccccc2)C(=O)N1CN1CCCC1. The result is 0 (inactive). (5) The result is 0 (inactive). The compound is CC(C)(CCC#N)c1nc2sc(C(C)(C)CCC#N)nc2s1. (6) The compound is COC(=O)CC1C(C)(C)C(=O)C2CC3=C4CC(=O)OC(c5ccoc5)C4(C)CCC3C1(C)C2=O. The result is 0 (inactive). (7) The molecule is Cc1ccc(S(=O)(=O)O)cc1.N=C(NO)NN=Cc1nccc2ccccc12. The result is 0 (inactive). (8) The drug is Cc1cc2nc(=O)cc(CCl)n2c(=O)n1C(=O)C(O)C(O)C(O)CO. The result is 0 (inactive). (9) The compound is N#CC(=N)c1ncn(-c2ccc(N)cc2)c1N. The result is 0 (inactive).